The task is: Regression. Given two drug SMILES strings and cell line genomic features, predict the synergy score measuring deviation from expected non-interaction effect.. This data is from NCI-60 drug combinations with 297,098 pairs across 59 cell lines. (1) Drug 1: C1CC(=O)NC(=O)C1N2CC3=C(C2=O)C=CC=C3N. Drug 2: C1C(C(OC1N2C=NC3=C2NC=NCC3O)CO)O. Cell line: OVCAR-8. Synergy scores: CSS=7.00, Synergy_ZIP=-1.93, Synergy_Bliss=-1.44, Synergy_Loewe=1.12, Synergy_HSA=-0.254. (2) Drug 1: C1=CC(=CC=C1CCC2=CNC3=C2C(=O)NC(=N3)N)C(=O)NC(CCC(=O)O)C(=O)O. Drug 2: C1=CN(C(=O)N=C1N)C2C(C(C(O2)CO)O)O.Cl. Cell line: T-47D. Synergy scores: CSS=12.7, Synergy_ZIP=-2.68, Synergy_Bliss=0.342, Synergy_Loewe=1.26, Synergy_HSA=1.29. (3) Drug 1: CC1C(C(CC(O1)OC2CC(CC3=C2C(=C4C(=C3O)C(=O)C5=C(C4=O)C(=CC=C5)OC)O)(C(=O)C)O)N)O.Cl. Drug 2: C1=CC(=CC=C1CC(C(=O)O)N)N(CCCl)CCCl.Cl. Cell line: NCI-H460. Synergy scores: CSS=40.9, Synergy_ZIP=5.40, Synergy_Bliss=7.24, Synergy_Loewe=-9.25, Synergy_HSA=8.46.